Dataset: Full USPTO retrosynthesis dataset with 1.9M reactions from patents (1976-2016). Task: Predict the reactants needed to synthesize the given product. Given the product [CH3:1][O:2][CH:3]=[CH:39][C@@H:31]1[CH2:32][C:33]2[C:38](=[CH:37][CH:36]=[CH:35][CH:34]=2)[C:29]2([O:44][CH2:43][CH2:42][O:41]2)[CH2:30]1, predict the reactants needed to synthesize it. The reactants are: [CH3:1][O:2][CH:3]=P(C1C=CC=CC=1)(C1C=CC=CC=1)C1C=CC=CC=1.CC(C)([O-])C.[K+].[C:29]12([O:44][CH2:43][CH2:42][O:41]1)[C:38]1[C:33](=[CH:34][CH:35]=[CH:36][CH:37]=1)[CH2:32][C@@H:31]([CH:39]=O)[CH2:30]2.